This data is from Peptide-MHC class I binding affinity with 185,985 pairs from IEDB/IMGT. The task is: Regression. Given a peptide amino acid sequence and an MHC pseudo amino acid sequence, predict their binding affinity value. This is MHC class I binding data. (1) The peptide sequence is LVSAGIRKV. The MHC is HLA-A26:01 with pseudo-sequence HLA-A26:01. The binding affinity (normalized) is 0. (2) The peptide sequence is YLDNVGVHI. The MHC is HLA-A03:01 with pseudo-sequence HLA-A03:01. The binding affinity (normalized) is 0.0847. (3) The binding affinity (normalized) is 0.224. The peptide sequence is VPSVNEYHML. The MHC is HLA-B35:01 with pseudo-sequence HLA-B35:01. (4) The peptide sequence is CRFPRAHKYQV. The MHC is Mamu-B08 with pseudo-sequence Mamu-B08. The binding affinity (normalized) is 0.369. (5) The peptide sequence is SMMVILPDK. The MHC is HLA-A02:02 with pseudo-sequence HLA-A02:02. The binding affinity (normalized) is 0.